The task is: Predict the product of the given reaction.. This data is from Forward reaction prediction with 1.9M reactions from USPTO patents (1976-2016). (1) Given the reactants [N:1]([C:4]1[C:5](=[O:12])[N:6]([CH3:11])[C:7](=[O:10])[C:8]=1[Cl:9])=[N+]=[N-].[CH:13]1[CH:18]=[CH:17][C:16]([P:19]([C:26]2[CH:31]=[CH:30][CH:29]=[CH:28][CH:27]=2)[C:20]2[CH:25]=[CH:24][CH:23]=[CH:22][CH:21]=2)=[CH:15][CH:14]=1, predict the reaction product. The product is: [Cl:9][C:8]1[C:7](=[O:10])[N:6]([CH3:11])[C:5](=[O:12])[C:4]=1[N:1]=[P:19]([C:20]1[CH:21]=[CH:22][CH:23]=[CH:24][CH:25]=1)([C:26]1[CH:31]=[CH:30][CH:29]=[CH:28][CH:27]=1)[C:16]1[CH:15]=[CH:14][CH:13]=[CH:18][CH:17]=1. (2) Given the reactants [CH3:1][O:2][CH2:3][C:4]1[N:5]=[C:6]([NH2:9])[S:7][CH:8]=1.N1C=CC=CC=1.[C:16](O[C:16]([O:18][C:19]([CH3:22])([CH3:21])[CH3:20])=[O:17])([O:18][C:19]([CH3:22])([CH3:21])[CH3:20])=[O:17], predict the reaction product. The product is: [CH3:1][O:2][CH2:3][C:4]1[N:5]=[C:6]([NH:9][C:16](=[O:17])[O:18][C:19]([CH3:22])([CH3:21])[CH3:20])[S:7][CH:8]=1.